Task: Predict the reaction yield, written as a fraction of the theoretical maximum amount of product (1.0 means a 100% yield; for example, 0.34 means a 34% yield).. Dataset: Reaction yield outcomes from USPTO patents with 853,638 reactions The reactants are [CH2:1]([C@H:3]1[C@@H:7]([C:8]2[N:12]3[C:13]4[CH:19]=[CH:18][NH:17][C:14]=4[N:15]=[CH:16][C:11]3=[N:10][N:9]=2)[CH2:6][C@@H:5]([CH2:20][C:21](OCC)=[O:22])[CH2:4]1)[CH3:2].O[NH:27]/[C:28](=[N:32]\[H])/[CH2:29][O:30][CH3:31].C([O-])([O-])=O.[K+].[K+]. The catalyst is C1(C)C=CC=CC=1.CO. The product is [CH2:1]([C@H:3]1[C@@H:7]([C:8]2[N:12]3[C:13]4[CH:19]=[CH:18][NH:17][C:14]=4[N:15]=[CH:16][C:11]3=[N:10][N:9]=2)[CH2:6][C@@H:5]([CH2:20][C:21]2[O:22][N:32]=[C:28]([CH2:29][O:30][CH3:31])[N:27]=2)[CH2:4]1)[CH3:2]. The yield is 0.560.